This data is from Full USPTO retrosynthesis dataset with 1.9M reactions from patents (1976-2016). The task is: Predict the reactants needed to synthesize the given product. (1) Given the product [CH3:50][S:51]([O-:54])(=[O:53])=[O:52].[C:47]([C:29]1[CH:28]=[C:27]([C:24]2[CH:25]=[CH:26][C:21]([CH:18]3[CH2:19][CH2:20][NH2+:15][CH2:16][CH2:17]3)=[CH:22][CH:23]=2)[C:36]2[C:31]([CH:30]=1)=[CH:32][C:33]([C:37]1[CH:38]=[CH:39][C:40]([C:43]([F:44])([F:46])[F:45])=[CH:41][CH:42]=1)=[CH:34][CH:35]=2)([OH:49])=[O:48], predict the reactants needed to synthesize it. The reactants are: C(O)(C(F)(F)F)=O.C(OC([N:15]1[CH2:20][CH2:19][CH:18]([C:21]2[CH:26]=[CH:25][C:24]([C:27]3[C:36]4[C:31](=[CH:32][C:33]([C:37]5[CH:42]=[CH:41][C:40]([C:43]([F:46])([F:45])[F:44])=[CH:39][CH:38]=5)=[CH:34][CH:35]=4)[CH:30]=[C:29]([C:47]([OH:49])=[O:48])[CH:28]=3)=[CH:23][CH:22]=2)[CH2:17][CH2:16]1)=O)(C)(C)C.[CH3:50][S:51]([OH:54])(=[O:53])=[O:52]. (2) Given the product [CH3:18][O:8][C:7]([C:5]1[S:6][C:2]([CH3:1])=[C:3]([N+:10]([O-:12])=[O:11])[CH:4]=1)=[O:9], predict the reactants needed to synthesize it. The reactants are: [CH3:1][C:2]1[S:6][C:5]([C:7]([OH:9])=[O:8])=[CH:4][C:3]=1[N+:10]([O-:12])=[O:11].S(=O)(=O)(O)O.[C:18](=O)(O)[O-].[Na+].